Dataset: Full USPTO retrosynthesis dataset with 1.9M reactions from patents (1976-2016). Task: Predict the reactants needed to synthesize the given product. (1) Given the product [CH3:1][O:2][C:3]([C@@H:5]1[CH2:10][CH2:9][CH2:8][CH2:7][C@@H:6]1[NH2:11])=[O:4], predict the reactants needed to synthesize it. The reactants are: [CH3:1][O:2][C:3]([C@@H:5]1[CH2:10][CH2:9][CH2:8][CH2:7][C@@H:6]1[NH:11]C(OCC1C=CC=CC=1)=O)=[O:4]. (2) Given the product [CH3:25][O:24][C:7]1[CH:6]=[CH:5][C:4]2[N:3]=[C:2]([NH:26][C:27]3[CH:37]=[CH:36][C:30]4[S:31][CH2:32][C:33](=[O:35])[NH:34][C:29]=4[CH:28]=3)[C:11]3[NH:12][N:13]=[CH:14][C:10]=3[C:9]=2[CH:8]=1, predict the reactants needed to synthesize it. The reactants are: Cl[C:2]1[C:11]2=[N:12][N:13](CC3C=CC(OC)=CC=3)[CH:14]=[C:10]2[C:9]2[CH:8]=[C:7]([O:24][CH3:25])[CH:6]=[CH:5][C:4]=2[N:3]=1.[NH2:26][C:27]1[CH:37]=[CH:36][C:30]2[S:31][CH2:32][C:33](=[O:35])[NH:34][C:29]=2[CH:28]=1.Cl. (3) The reactants are: [CH3:1][O:2][C:3]1[CH:8]=[CH:7][N:6]=[C:5]([C:9]2[N:13]3[CH2:14][C@H:15]([CH3:19])[NH:16][C:17](=[S:18])[C:12]3=[N:11][N:10]=2)[CH:4]=1.I[CH3:21]. Given the product [CH3:1][O:2][C:3]1[CH:8]=[CH:7][N:6]=[C:5]([C:9]2[N:13]3[CH2:14][C@H:15]([CH3:19])[N:16]=[C:17]([S:18][CH3:21])[C:12]3=[N:11][N:10]=2)[CH:4]=1, predict the reactants needed to synthesize it. (4) Given the product [Br:1][C:2]1[CH:3]=[CH:4][C:5]([O:15][CH2:16][CH2:17][CH2:18][CH2:19][CH2:20][CH2:21][CH2:22][CH3:23])=[CH:6][C:7]=1[C:8]1[CH:13]=[CH:12][CH:11]=[C:10]([O:28][CH2:25][CH2:8][CH2:7][CH2:2][CH2:3][CH2:4][CH2:5][CH3:6])[CH:9]=1, predict the reactants needed to synthesize it. The reactants are: [Br:1][C:2]1[C:7]([C:8]2[CH:13]=[CH:12][CH:11]=[C:10](O)[CH:9]=2)=[CH:6][C:5]([OH:15])=[CH:4][CH:3]=1.[CH2:16](Br)[CH2:17][CH2:18][CH2:19][CH2:20][CH2:21][CH2:22][CH3:23].[C:25](=[O:28])([O-])[O-].[K+].[K+].[I-].[K+]. (5) Given the product [Br:1][C:2]1[CH:10]=[C:9]([Cl:11])[CH:8]=[CH:7][C:3]=1[C:4]([N:24]1[CH2:25][CH2:26][N:21]([C:14]2[C:13]([CH3:12])=[CH:18][C:17]([CH3:19])=[C:16]([CH3:20])[N:15]=2)[CH2:22][CH2:23]1)=[O:6], predict the reactants needed to synthesize it. The reactants are: [Br:1][C:2]1[CH:10]=[C:9]([Cl:11])[CH:8]=[CH:7][C:3]=1[C:4]([OH:6])=O.[CH3:12][C:13]1[C:14]([N:21]2[CH2:26][CH2:25][NH:24][CH2:23][CH2:22]2)=[N:15][C:16]([CH3:20])=[C:17]([CH3:19])[CH:18]=1. (6) Given the product [Br:1][C:2]1[CH:11]=[CH:10][C:9]2[C:8]3[C:7]([CH2:6][CH2:5][C:4]=2[CH:3]=1)=[N:19][N:18]([C:20]1[CH:25]=[CH:24][CH:23]=[CH:22][N:21]=1)[C:12]=3[OH:14], predict the reactants needed to synthesize it. The reactants are: [Br:1][C:2]1[CH:3]=[C:4]2[C:9](=[CH:10][CH:11]=1)[CH:8]([C:12]([O:14]CC)=O)[C:7](=O)[CH2:6][CH2:5]2.[NH:18]([C:20]1[CH:25]=[CH:24][CH:23]=[CH:22][N:21]=1)[NH2:19]. (7) Given the product [Br:1][C:2]1[CH:3]=[CH:4][C:5]2[O:10][C:9]([CH2:11][N:19]3[CH2:20][CH2:21][CH:16]([CH3:15])[CH2:17][CH2:18]3)=[CH:8][C:7](=[O:13])[C:6]=2[CH:14]=1, predict the reactants needed to synthesize it. The reactants are: [Br:1][C:2]1[CH:3]=[CH:4][C:5]2[O:10][C:9]([CH2:11]Br)=[CH:8][C:7](=[O:13])[C:6]=2[CH:14]=1.[CH3:15][CH:16]1[CH2:21][CH2:20][NH:19][CH2:18][CH2:17]1.C(=O)([O-])[O-].[K+].[K+].